From a dataset of Forward reaction prediction with 1.9M reactions from USPTO patents (1976-2016). Predict the product of the given reaction. (1) Given the reactants [C:1]([C:3]1[C:4]([Cl:15])=[N:5][C:6](Cl)=[C:7]([CH:13]=1)[C:8]([O:10]CC)=[O:9])#[N:2].[N:16]1[N:17](C2C=C(C=CC=2)N)[N:18]=[CH:19][CH:20]=1.CC[N:30]([CH:34]([CH3:36])[CH3:35])C(C)C.[Li+].[OH-].[CH2:39]1[CH2:43]OC[CH2:40]1, predict the reaction product. The product is: [N:16]1[N:17]([C:7]2([CH:13]=[C:3]([C:1]#[N:2])[C:4]([Cl:15])=[N:5][CH:6]2[NH:30][C:34]2[CH:35]=[CH:43][CH:39]=[CH:40][CH:36]=2)[C:8]([OH:10])=[O:9])[N:18]=[CH:19][CH:20]=1. (2) Given the reactants [CH3:1][C:2]1[CH:11]=[CH:10][C:9]2[C:4](=[CH:5][CH:6]=[CH:7][C:8]=2[O:12][CH2:13][CH2:14][N:15]2[CH2:20][CH2:19][NH:18][CH2:17][CH2:16]2)[N:3]=1.[N:21]1[C:25]2[CH:26]=[CH:27][CH:28]=[C:29]([CH:30]=O)[C:24]=2[NH:23][CH:22]=1.C(O[BH-](OC(=O)C)OC(=O)C)(=O)C.[Na+].C([O-])(O)=O.[Na+], predict the reaction product. The product is: [N:21]1[C:25]2[CH:26]=[CH:27][CH:28]=[C:29]([CH2:30][N:18]3[CH2:19][CH2:20][N:15]([CH2:14][CH2:13][O:12][C:8]4[CH:7]=[CH:6][CH:5]=[C:4]5[C:9]=4[CH:10]=[CH:11][C:2]([CH3:1])=[N:3]5)[CH2:16][CH2:17]3)[C:24]=2[NH:23][CH:22]=1. (3) Given the reactants [N+:1]([C:4]1[CH:5]=[N:6][NH:7][CH:8]=1)([O-:3])=[O:2].[F:9][C:10]([F:21])([F:20])[CH2:11]OS(C(F)(F)F)(=O)=O.C(=O)([O-])[O-].[K+].[K+], predict the reaction product. The product is: [N+:1]([C:4]1[CH:5]=[N:6][N:7]([CH2:11][C:10]([F:21])([F:20])[F:9])[CH:8]=1)([O-:3])=[O:2]. (4) Given the reactants [Cl:1][C:2]1[CH:7]=[CH:6][C:5]([C@H:8]2[N:15]3[C:11]([S:12][C:13]([C:19]([OH:21])=O)=[C:14]3[CH:16]([CH3:18])[CH3:17])=[N:10][C@:9]2([C:23]2[CH:28]=[CH:27][C:26]([Cl:29])=[CH:25][CH:24]=2)[CH3:22])=[CH:4][CH:3]=1.[OH:30][C@H:31]1[CH2:35][CH2:34][NH:33][C@@H:32]1[C:36]([N:38]([CH3:40])[CH3:39])=[O:37], predict the reaction product. The product is: [Cl:1][C:2]1[CH:3]=[CH:4][C:5]([C@H:8]2[N:15]3[C:11]([S:12][C:13]([C:19]([N:33]4[CH2:34][CH2:35][CH:31]([OH:30])[C@H:32]4[C:36]([N:38]([CH3:40])[CH3:39])=[O:37])=[O:21])=[C:14]3[CH:16]([CH3:17])[CH3:18])=[N:10][C@:9]2([C:23]2[CH:24]=[CH:25][C:26]([Cl:29])=[CH:27][CH:28]=2)[CH3:22])=[CH:6][CH:7]=1. (5) The product is: [CH2:1]([NH:3][C:4]([C:6]1[S:10][C:9]([C:11]([OH:13])=[O:12])=[CH:8][CH:7]=1)=[O:5])[CH3:2]. Given the reactants [CH2:1]([NH:3][C:4]([C:6]1[S:10][C:9]([C:11]([O:13]C)=[O:12])=[CH:8][CH:7]=1)=[O:5])[CH3:2].[Li+].[OH-], predict the reaction product.